From a dataset of Catalyst prediction with 721,799 reactions and 888 catalyst types from USPTO. Predict which catalyst facilitates the given reaction. (1) The catalyst class is: 6. Reactant: Br[C:2]1[CH:3]=[CH:4][C:5]([O:8][CH2:9][CH:10]2[CH2:15][CH2:14][N:13]([CH2:16][C:17]3([C:21]([F:24])([F:23])[F:22])[CH2:20][CH2:19][CH2:18]3)[CH2:12][CH2:11]2)=[N:6][CH:7]=1.[F:25][C:26]1[CH:31]=[C:30]([C:32]([O:34][CH3:35])=[O:33])[CH:29]=[CH:28][C:27]=1B(O)O.C([O-])([O-])=O.[Cs+].[Cs+].O1CCOCC1. Product: [F:25][C:26]1[CH:31]=[C:30]([CH:29]=[CH:28][C:27]=1[C:2]1[CH:7]=[N:6][C:5]([O:8][CH2:9][CH:10]2[CH2:15][CH2:14][N:13]([CH2:16][C:17]3([C:21]([F:24])([F:23])[F:22])[CH2:20][CH2:19][CH2:18]3)[CH2:12][CH2:11]2)=[CH:4][CH:3]=1)[C:32]([O:34][CH3:35])=[O:33]. (2) Reactant: F[C:2]1[CH:10]=[C:9]2[C:5]([C:6](=[O:20])[C:7](=[O:19])[N:8]2[CH2:11][C:12]([O:14][C:15]([CH3:18])([CH3:17])[CH3:16])=[O:13])=[CH:4][CH:3]=1.[NH:21]1[CH2:26][CH2:25][O:24][CH2:23][CH2:22]1.C(OCC)(=O)C. Product: [O:24]1[CH2:25][CH2:26][N:21]([C:2]2[CH:10]=[C:9]3[C:5]([C:6](=[O:20])[C:7](=[O:19])[N:8]3[CH2:11][C:12]([O:14][C:15]([CH3:18])([CH3:17])[CH3:16])=[O:13])=[CH:4][CH:3]=2)[CH2:22][CH2:23]1. The catalyst class is: 16.